Dataset: Acute oral toxicity (LD50) regression data from Zhu et al.. Task: Regression/Classification. Given a drug SMILES string, predict its toxicity properties. Task type varies by dataset: regression for continuous values (e.g., LD50, hERG inhibition percentage) or binary classification for toxic/non-toxic outcomes (e.g., AMES mutagenicity, cardiotoxicity, hepatotoxicity). Dataset: ld50_zhu. (1) The molecule is CCCCCCCCOC(=O)C1=C(C)NC(C)=C(C(=O)NC2CC2)C1c1ccccc1[N+](=O)[O-]. The rat oral LD50 is 3.97, given as -log10 of the dose in mol/kg body weight (higher means more acutely toxic). (2) The molecule is Cc1cc(O)c(C)c(C)c1O. The rat oral LD50 is 1.68, given as -log10 of the dose in mol/kg body weight (higher means more acutely toxic). (3) The compound is FC(F)(F)c1nc2c(Cl)c(Br)c(Br)c(Cl)c2[nH]1. The rat oral LD50 is 5.08, given as -log10 of the dose in mol/kg body weight (higher means more acutely toxic). (4) The molecule is Nc1ccc(S(=O)(=O)O)c2cccc(S(=O)(=O)O)c12. The rat oral LD50 is 0.734, given as -log10 of the dose in mol/kg body weight (higher means more acutely toxic).